This data is from Catalyst prediction with 721,799 reactions and 888 catalyst types from USPTO. The task is: Predict which catalyst facilitates the given reaction. Reactant: [NH2:1][C:2]1[CH:3]=[C:4]([CH:12]=[CH:13][C:14]=1[Cl:15])[CH2:5][NH:6][C:7]([CH:9]1[CH2:11][CH2:10]1)=[O:8].[N:16]([O-])=O.[Na+].[OH-].[Na+]. The catalyst class is: 126. Product: [Cl:15][C:14]1[CH:13]=[CH:12][C:4]([CH2:5][NH:6][C:7]([CH:9]2[CH2:11][CH2:10]2)=[O:8])=[CH:3][C:2]=1[NH:1][NH2:16].